Predict the reaction yield, written as a fraction of the theoretical maximum amount of product (1.0 means a 100% yield; for example, 0.34 means a 34% yield). From a dataset of Reaction yield outcomes from USPTO patents with 853,638 reactions. (1) The reactants are [CH2:1]([O:3][C:4]([N:6]1[C:10]2[S:11][C:12]([C:14]([O:16][C:17]([CH3:20])([CH3:19])[CH3:18])=[O:15])=[CH:13][C:9]=2[C:8]([NH:21][C:22](=[O:32])[C:23]2[CH:28]=[CH:27][CH:26]=[CH:25][C:24]=2[N+:29]([O-])=O)=[N:7]1)=[O:5])[CH3:2]. The catalyst is C(OCC)(=O)C.[Pd]. The product is [CH2:1]([O:3][C:4]([N:6]1[C:10]2[S:11][C:12]([C:14]([O:16][C:17]([CH3:20])([CH3:18])[CH3:19])=[O:15])=[CH:13][C:9]=2[C:8]([NH:21][C:22](=[O:32])[C:23]2[CH:28]=[CH:27][CH:26]=[CH:25][C:24]=2[NH2:29])=[N:7]1)=[O:5])[CH3:2]. The yield is 0.970. (2) The reactants are [Si]([O:8][CH2:9][CH2:10][CH2:11][C:12]([C:31]1[CH2:36][CH2:35][CH2:34][CH2:33][CH:32]=1)([C:14]1[CH:18]=[C:17]([CH2:19][O:20][Si:21]([CH:28]([CH3:30])[CH3:29])([CH:25]([CH3:27])[CH3:26])[CH:22]([CH3:24])[CH3:23])[S:16][CH:15]=1)O)(C(C)(C)C)(C)C.Cl. The catalyst is CCO. The product is [C:31]1([C:12]2([C:14]3[CH:18]=[C:17]([CH2:19][O:20][Si:21]([CH:25]([CH3:27])[CH3:26])([CH:22]([CH3:23])[CH3:24])[CH:28]([CH3:30])[CH3:29])[S:16][CH:15]=3)[CH2:11][CH2:10][CH2:9][O:8]2)[CH2:36][CH2:35][CH2:34][CH2:33][CH:32]=1. The yield is 0.580. (3) The reactants are [CH2:1]([S:3]([C:6]1[CH:7]=[C:8]([C:12]2[CH:20]=[C:19]([C:21](O)=[O:22])[CH:18]=[C:17]3[C:13]=2[C:14]2[CH:27]=[C:26]([CH3:28])[CH:25]=[N:24][C:15]=2[NH:16]3)[CH:9]=[CH:10][CH:11]=1)(=[O:5])=[O:4])[CH3:2].C1C=CC2N(O)N=NC=2C=1.C(Cl)CCl.[CH3:43][N:44]1[CH2:49][CH2:48][NH:47][CH2:46][CH2:45]1. The catalyst is C(Cl)Cl. The product is [CH2:1]([S:3]([C:6]1[CH:7]=[C:8]([C:12]2[CH:20]=[C:19]([C:21]([N:47]3[CH2:48][CH2:49][N:44]([CH3:43])[CH2:45][CH2:46]3)=[O:22])[CH:18]=[C:17]3[C:13]=2[C:14]2[CH:27]=[C:26]([CH3:28])[CH:25]=[N:24][C:15]=2[NH:16]3)[CH:9]=[CH:10][CH:11]=1)(=[O:4])=[O:5])[CH3:2]. The yield is 0.670. (4) The reactants are C(O[C:5](=[O:7])[CH3:6])(=O)C.C(O)=O.[NH2:11][C:12]1[CH:13]=[C:14]2[C:18](=[CH:19][CH:20]=1)[NH:17][C:16](=[O:21])C2. The catalyst is O1CCCC1.N1CCCCC1. The product is [O:7]=[C:5]1[CH2:6][C:20]2[C:12](=[CH:13][CH:14]=[C:18]([NH:17][CH:16]=[O:21])[CH:19]=2)[NH:11]1. The yield is 0.850. (5) The reactants are [Cl:1][C:2]1[CH:3]=[C:4]2[C:8](=[CH:9][CH:10]=1)[NH:7][C:6]([C:11]([NH:13][NH:14][C:15](=[O:23])[C:16]1[CH:21]=[CH:20][CH:19]=[CH:18][C:17]=1[NH2:22])=[O:12])=[CH:5]2.O.[CH:25](O)=O. No catalyst specified. The product is [O:23]=[C:15]1[C:16]2[C:17](=[CH:18][CH:19]=[CH:20][CH:21]=2)[N:22]=[CH:25][N:14]1[NH:13][C:11]([C:6]1[NH:7][C:8]2[C:4]([CH:5]=1)=[CH:3][C:2]([Cl:1])=[CH:10][CH:9]=2)=[O:12]. The yield is 0.720. (6) The reactants are [Si]([O:8][C@H:9]1[CH2:14][C@H:13]([O:15][C:16]2[C:21]([Cl:22])=[CH:20][C:19]([S:23]([N:26](CC3C=CC(OC)=CC=3OC)[C:27]3[CH:32]=[CH:31][N:30]=[CH:29][N:28]=3)(=[O:25])=[O:24])=[C:18]([F:44])[CH:17]=2)[C@@H:12]([C:45]2[N:49]([CH3:50])[N:48]=[CH:47][CH:46]=2)[CH2:11][CH2:10]1)(C(C)(C)C)(C)C.C([SiH](CC)CC)C.FC(F)(F)C(O)=O. The catalyst is ClCCl. The product is [Cl:22][C:21]1[C:16]([O:15][C@H:13]2[CH2:14][C@H:9]([OH:8])[CH2:10][CH2:11][C@@H:12]2[C:45]2[N:49]([CH3:50])[N:48]=[CH:47][CH:46]=2)=[CH:17][C:18]([F:44])=[C:19]([S:23]([NH:26][C:27]2[CH:32]=[CH:31][N:30]=[CH:29][N:28]=2)(=[O:25])=[O:24])[CH:20]=1. The yield is 0.250. (7) The reactants are [C:1]1([OH:7])[CH:6]=[CH:5][CH:4]=[CH:3][CH:2]=1.C(=O)([O-])O.[Na+].[Cl:13][C:14]1[CH:19]=[CH:18][C:17]([CH2:20]Cl)=[C:16]([C:22]#[N:23])[N:15]=1.O. The catalyst is C(#N)C. The product is [Cl:13][C:14]1[CH:19]=[CH:18][C:17]([CH2:20][O:7][C:1]2[CH:6]=[CH:5][CH:4]=[CH:3][CH:2]=2)=[C:16]([C:22]#[N:23])[N:15]=1. The yield is 0.930. (8) The reactants are Br[C:2]1[S:6][C:5]([C:7]2[N:11]3[N:12]=[C:13]([CH3:21])[CH:14]=[C:15]([CH:16]([CH2:19][CH3:20])[CH2:17][CH3:18])[C:10]3=[N:9][C:8]=2[CH3:22])=[C:4]([C:23]#[N:24])[CH:3]=1.[Br-].[CH3:26][C:27]1[N:32]=[C:31]([Zn+])[CH:30]=[CH:29][CH:28]=1.C1COCC1. The catalyst is CCOC(C)=O.C1C=CC(P(C2C=CC=CC=2)[C-]2C=CC=C2)=CC=1.C1C=CC(P(C2C=CC=CC=2)[C-]2C=CC=C2)=CC=1.Cl[Pd]Cl.[Fe+2]. The product is [CH2:17]([CH:16]([C:15]1[C:10]2[N:11]([C:7]([C:5]3[S:6][C:2]([C:31]4[CH:30]=[CH:29][CH:28]=[C:27]([CH3:26])[N:32]=4)=[CH:3][C:4]=3[C:23]#[N:24])=[C:8]([CH3:22])[N:9]=2)[N:12]=[C:13]([CH3:21])[CH:14]=1)[CH2:19][CH3:20])[CH3:18]. The yield is 0.390.